Dataset: Catalyst prediction with 721,799 reactions and 888 catalyst types from USPTO. Task: Predict which catalyst facilitates the given reaction. (1) Reactant: [OH:1][C:2]1[CH:11]=[CH:10][C:5]2[C:6](=[O:9])[CH2:7][O:8][C:4]=2[C:3]=1[CH2:12][N:13]1[CH2:18][CH2:17][N:16]([C:19]([O:21][C:22]([CH3:25])([CH3:24])[CH3:23])=[O:20])[CH2:15][CH2:14]1.[F:26][C:27]([F:49])([F:48])[C:28]1[CH:33]=[CH:32][C:31]([S:34]([N:37]2[C:45]3[C:40](=[CH:41][CH:42]=[CH:43][CH:44]=3)[C:39]([CH:46]=O)=[CH:38]2)(=[O:36])=[O:35])=[CH:30][CH:29]=1.N1CCCCC1. Product: [OH:1][C:2]1[CH:11]=[CH:10][C:5]2[C:6](=[O:9])/[C:7](=[CH:46]/[C:39]3[C:40]4[C:45](=[CH:44][CH:43]=[CH:42][CH:41]=4)[N:37]([S:34]([C:31]4[CH:32]=[CH:33][C:28]([C:27]([F:49])([F:26])[F:48])=[CH:29][CH:30]=4)(=[O:36])=[O:35])[CH:38]=3)/[O:8][C:4]=2[C:3]=1[CH2:12][N:13]1[CH2:14][CH2:15][N:16]([C:19]([O:21][C:22]([CH3:25])([CH3:24])[CH3:23])=[O:20])[CH2:17][CH2:18]1. The catalyst class is: 5. (2) Reactant: [Br:1][C:2]1[CH:3]=[C:4]2[C:9](=[CH:10][CH:11]=1)[CH2:8][C:7](=O)[CH2:6][CH2:5]2.[C-:13]#[N:14].[Na+].[C:16](=[O:19])([O-])[O-].[NH4+:20].[NH4+].[OH2:22]. Product: [Br:1][C:2]1[CH:3]=[C:4]2[C:9](=[CH:10][CH:11]=1)[CH2:8][C:7]1([C:13](=[O:22])[NH:14][C:16](=[O:19])[NH:20]1)[CH2:6][CH2:5]2. The catalyst class is: 14. (3) Reactant: [CH3:1][C:2]1[CH:3]=[C:4]([CH2:9][CH:10]([NH:21][C:22](=[S:30])[NH:23][CH2:24][CH2:25][O:26]C(=O)C)[C:11]2[C:20]3[CH2:19][CH2:18][CH2:17][CH2:16][C:15]=3[CH:14]=[CH:13][CH:12]=2)[CH:5]=[C:6]([CH3:8])[CH:7]=1.[OH-].[Li+].C(OCC)(=O)C. Product: [CH3:1][C:2]1[CH:3]=[C:4]([CH2:9][CH:10]([NH:21][C:22]([NH:23][CH2:24][CH2:25][OH:26])=[S:30])[C:11]2[C:20]3[CH2:19][CH2:18][CH2:17][CH2:16][C:15]=3[CH:14]=[CH:13][CH:12]=2)[CH:5]=[C:6]([CH3:8])[CH:7]=1. The catalyst class is: 20.